From a dataset of Full USPTO retrosynthesis dataset with 1.9M reactions from patents (1976-2016). Predict the reactants needed to synthesize the given product. (1) Given the product [Cl:1][C:2]1[CH:9]=[CH:8][CH:7]=[C:6]([F:10])[C:3]=1[CH2:4][N:30]1[C:29]2[CH:43]=[CH:44][CH:45]=[CH:46][C:28]=2[S:27](=[O:48])(=[O:47])[N:26]([C:22]2[CH:23]=[C:24]([CH3:25])[C:19]([O:18][CH3:17])=[C:20]([CH3:49])[CH:21]=2)[C:31]1=[O:32], predict the reactants needed to synthesize it. The reactants are: [Cl:1][C:2]1[CH:9]=[CH:8][CH:7]=[C:6]([F:10])[C:3]=1[CH2:4]Br.C([O-])([O-])=O.[K+].[K+].[CH3:17][O:18][C:19]1[C:24]([CH3:25])=[CH:23][C:22]([N:26]2[C:31](=[O:32])[N:30](CC3C(F)=CC(F)=CC=3F)[C:29]3[CH:43]=[CH:44][CH:45]=[CH:46][C:28]=3[S:27]2(=[O:48])=[O:47])=[CH:21][C:20]=1[CH3:49]. (2) Given the product [Cl:3][C:24]1[N:25]=[C:20]([C:12]2[C:13]3[C:14](=[N:15][C:16]([CH3:19])=[CH:17][CH:18]=3)[N:10]([CH2:9][C:8]3[CH:34]=[CH:35][CH:36]=[C:37]([F:38])[C:7]=3[F:6])[N:11]=2)[N:21]=[N:22][C:23]=1[C:27]([CH3:33])([CH3:32])[C:28]([O:30][CH3:31])=[O:29], predict the reactants needed to synthesize it. The reactants are: P(Cl)(Cl)([Cl:3])=O.[F:6][C:7]1[C:37]([F:38])=[CH:36][CH:35]=[CH:34][C:8]=1[CH2:9][N:10]1[C:14]2=[N:15][C:16]([CH3:19])=[CH:17][CH:18]=[C:13]2[C:12]([C:20]2[N:21]=[N:22][C:23]([C:27]([CH3:33])([CH3:32])[C:28]([O:30][CH3:31])=[O:29])=[C:24](O)[N:25]=2)=[N:11]1. (3) Given the product [CH3:29][C:28]([CH3:31])([CH3:30])[C:26]([C:11]1[CH:12]=[C:13]([O:16][CH2:17][C:18]2[CH:23]=[CH:22][C:21]([O:24][CH3:25])=[CH:20][CH:19]=2)[CH:14]=[CH:15][C:10]=1[C:3]1[CH:4]=[C:5]([O:8][CH3:9])[CH:6]=[CH:7][C:2]=1[F:1])=[CH2:27], predict the reactants needed to synthesize it. The reactants are: [F:1][C:2]1[CH:7]=[CH:6][C:5]([O:8][CH3:9])=[CH:4][C:3]=1[C:10]1[CH:15]=[CH:14][C:13]([O:16][CH2:17][C:18]2[CH:23]=[CH:22][C:21]([O:24][CH3:25])=[CH:20][CH:19]=2)=[CH:12][C:11]=1[C:26](O)([C:28]([CH3:31])([CH3:30])[CH3:29])[CH3:27].C(N(CC)CC)C.S(Cl)(Cl)=O. (4) Given the product [C:26]([NH:30][C:31]([N:21]1[CH2:22][CH2:23][CH2:24][C@@H:19]([CH2:18][NH:17][C:15]2[C:14]([F:25])=[CH:13][N:12]=[C:11]([C:10]3[C:4]4[C:5](=[N:6][CH:7]=[C:2]([Cl:1])[CH:3]=4)[NH:8][CH:9]=3)[N:16]=2)[CH2:20]1)=[O:32])([CH3:29])([CH3:28])[CH3:27], predict the reactants needed to synthesize it. The reactants are: [Cl:1][C:2]1[CH:3]=[C:4]2[C:10]([C:11]3[N:16]=[C:15]([NH:17][CH2:18][C@@H:19]4[CH2:24][CH2:23][CH2:22][NH:21][CH2:20]4)[C:14]([F:25])=[CH:13][N:12]=3)=[CH:9][NH:8][C:5]2=[N:6][CH:7]=1.[C:26]([N:30]=[C:31]=[O:32])([CH3:29])([CH3:28])[CH3:27]. (5) Given the product [C:1]1([N:7]2[C:11]3=[N:12][CH:13]=[N:14][C:15]([NH:16][N:17]=[CH:18][C:19]4[CH:24]=[CH:23][C:22]([O:27][CH3:26])=[N:21][CH:20]=4)=[C:10]3[CH:9]=[N:8]2)[CH:6]=[CH:5][CH:4]=[CH:3][CH:2]=1, predict the reactants needed to synthesize it. The reactants are: [C:1]1([N:7]2[C:11]3=[N:12][CH:13]=[N:14][C:15]([NH:16][N:17]=[CH:18][C:19]4[CH:24]=[CH:23][C:22](Cl)=[N:21][CH:20]=4)=[C:10]3[CH:9]=[N:8]2)[CH:6]=[CH:5][CH:4]=[CH:3][CH:2]=1.[CH3:26][O-:27].[Na+].O.Cl. (6) Given the product [CH:1]1([CH2:6][CH:7]([C:11]2[CH:16]=[CH:15][C:14]([O:17][CH3:18])=[C:13]([O:19][CH3:20])[CH:12]=2)[C:8]([NH:27][C:28]2[S:29][CH:30]=[CH:31][N:32]=2)=[O:10])[CH2:2][CH2:3][CH2:4][CH2:5]1, predict the reactants needed to synthesize it. The reactants are: [CH:1]1([CH2:6][CH:7]([C:11]2[CH:16]=[CH:15][C:14]([O:17][CH3:18])=[C:13]([O:19][CH3:20])[CH:12]=2)[C:8]([OH:10])=O)[CH2:5][CH2:4][CH2:3][CH2:2]1.C(Cl)(=O)C(Cl)=O.[NH2:27][C:28]1[S:29][CH:30]=[CH:31][N:32]=1.C(N(CC)C(C)C)(C)C.